Dataset: Reaction yield outcomes from USPTO patents with 853,638 reactions. Task: Predict the reaction yield, written as a fraction of the theoretical maximum amount of product (1.0 means a 100% yield; for example, 0.34 means a 34% yield). (1) The reactants are [Br:1][C:2]1[CH:3]=[C:4]2[C:8](=[CH:9][CH:10]=1)[C:7](=[O:11])[O:6][CH2:5]2.[NH4+:12].[OH-]. The catalyst is CO. The product is [Br:1][C:2]1[CH:10]=[CH:9][C:8]([C:7]([NH2:12])=[O:11])=[C:4]([CH2:5][OH:6])[CH:3]=1. The yield is 0.990. (2) The reactants are [CH2:1]([O:3][C:4](=[O:46])[CH2:5][C@H:6]1[CH2:11][CH2:10][C@H:9]([CH2:12][NH:13][CH2:14][CH2:15][C:16]2[C:21]([CH2:22][N:23]([CH2:30][C:31]3[CH:36]=[C:35]([C:37]([F:40])([F:39])[F:38])[CH:34]=[C:33]([C:41]([F:44])([F:43])[F:42])[CH:32]=3)[C:24]3[N:25]=[N:26][N:27]([CH3:29])[N:28]=3)=[CH:20][C:19](Br)=[CH:18][N:17]=2)[CH2:8][CH2:7]1)[CH3:2].[C:47]1(B(O)O)[CH:52]=[CH:51][CH:50]=[CH:49][CH:48]=1.C(=O)([O-])[O-].[Na+].[Na+]. The catalyst is C1COCC1. The product is [CH2:1]([O:3][C:4](=[O:46])[CH2:5][C@H:6]1[CH2:11][CH2:10][C@H:9]([CH2:12][NH:13][CH2:14][CH2:15][C:16]2[C:21]([CH2:22][N:23]([CH2:30][C:31]3[CH:36]=[C:35]([C:37]([F:40])([F:39])[F:38])[CH:34]=[C:33]([C:41]([F:44])([F:43])[F:42])[CH:32]=3)[C:24]3[N:25]=[N:26][N:27]([CH3:29])[N:28]=3)=[CH:20][C:19]([C:47]3[CH:52]=[CH:51][CH:50]=[CH:49][CH:48]=3)=[CH:18][N:17]=2)[CH2:8][CH2:7]1)[CH3:2]. The yield is 0.510. (3) The reactants are [C:1]([O:5][C:6]([N:8]1[CH2:20][C@@H:19]([CH3:21])[N:18]2[C:10](=[CH:11][C:12]3[C:17]2=[N:16][C:15](Br)=[CH:14][CH:13]=3)[CH2:9]1)=[O:7])([CH3:4])([CH3:3])[CH3:2].[C:23](=O)([O-])[O-].[Na+].[Na+].CB1OB(C)OB(C)O1.[OH-].[Na+]. The catalyst is COCCOC.C1COCC1.[Pd].C1(P(C2C=CC=CC=2)C2C=CC=CC=2)C=CC=CC=1.C1(P(C2C=CC=CC=2)C2C=CC=CC=2)C=CC=CC=1.C1(P(C2C=CC=CC=2)C2C=CC=CC=2)C=CC=CC=1.C1(P(C2C=CC=CC=2)C2C=CC=CC=2)C=CC=CC=1. The product is [C:1]([O:5][C:6]([N:8]1[CH2:20][C@@H:19]([CH3:21])[N:18]2[C:10](=[CH:11][C:12]3[C:17]2=[N:16][C:15]([CH3:23])=[CH:14][CH:13]=3)[CH2:9]1)=[O:7])([CH3:4])([CH3:3])[CH3:2]. The yield is 0.711. (4) The reactants are [Cl:1][C:2]1[CH:10]=[C:9]2[C:5]([C:6]([C:12]3[N:17]=[C:16]4[C:18]([C:29]([NH:31][CH2:32][CH:33]5[CH2:35][CH2:34]5)=[O:30])=[CH:19][N:20](COCC[Si](C)(C)C)[C:15]4=[N:14][CH:13]=3)=[N:7][N:8]2[CH3:11])=[CH:4][CH:3]=1.C(O)(C(F)(F)F)=O.C(N)CN. The catalyst is ClCCl. The product is [Cl:1][C:2]1[CH:10]=[C:9]2[C:5]([C:6]([C:12]3[N:17]=[C:16]4[C:18]([C:29]([NH:31][CH2:32][CH:33]5[CH2:34][CH2:35]5)=[O:30])=[CH:19][NH:20][C:15]4=[N:14][CH:13]=3)=[N:7][N:8]2[CH3:11])=[CH:4][CH:3]=1. The yield is 0.930. (5) The reactants are [C:1]([O:5][C:6](=[O:33])[NH:7][CH2:8][CH2:9][NH:10][CH:11]([C:15]1[N:16]([CH2:26][C:27]2[CH:32]=[CH:31][CH:30]=[CH:29][CH:28]=2)[C:17](=[O:25])[C:18]2[C:23]([CH3:24])=[N:22][S:21][C:19]=2[N:20]=1)[CH:12]([CH3:14])[CH3:13])([CH3:4])([CH3:3])[CH3:2].CCN(C(C)C)C(C)C.[C:43]1([CH3:52])[CH:48]=[CH:47][C:46]([C:49](Cl)=[O:50])=[CH:45][CH:44]=1.C([O-])(O)=O.[Na+]. The catalyst is C(Cl)(Cl)Cl. The product is [C:1]([O:5][C:6](=[O:33])[NH:7][CH2:8][CH2:9][N:10]([CH:11]([C:15]1[N:16]([CH2:26][C:27]2[CH:32]=[CH:31][CH:30]=[CH:29][CH:28]=2)[C:17](=[O:25])[C:18]2[C:23]([CH3:24])=[N:22][S:21][C:19]=2[N:20]=1)[CH:12]([CH3:13])[CH3:14])[C:49](=[O:50])[C:46]1[CH:47]=[CH:48][C:43]([CH3:52])=[CH:44][CH:45]=1)([CH3:3])([CH3:4])[CH3:2]. The yield is 0.690. (6) The reactants are [Cl:1][C:2]1[CH:7]=[CH:6][N:5]=[C:4]2[CH:8]=[C:9]([Sn](CCCC)(CCCC)CCCC)[S:10][C:3]=12.Br[C:25]1[N:29]([CH3:30])[CH:28]=[N:27][CH:26]=1. The catalyst is C1(C)C=CC=CC=1.C1C=CC([P]([Pd]([P](C2C=CC=CC=2)(C2C=CC=CC=2)C2C=CC=CC=2)([P](C2C=CC=CC=2)(C2C=CC=CC=2)C2C=CC=CC=2)[P](C2C=CC=CC=2)(C2C=CC=CC=2)C2C=CC=CC=2)(C2C=CC=CC=2)C2C=CC=CC=2)=CC=1. The product is [Cl:1][C:2]1[CH:7]=[CH:6][N:5]=[C:4]2[CH:8]=[C:9]([C:25]3[N:29]([CH3:30])[CH:28]=[N:27][CH:26]=3)[S:10][C:3]=12. The yield is 0.790.